The task is: Predict the product of the given reaction.. This data is from Forward reaction prediction with 1.9M reactions from USPTO patents (1976-2016). (1) Given the reactants [N:1]1([CH2:7][C:8]2[CH:13]=[CH:12][CH:11]=[CH:10][C:9]=2[N:14]2[CH2:19][CH2:18][CH:17]([CH:20]=O)[CH2:16][CH2:15]2)[CH2:6][CH2:5][O:4][CH2:3][CH2:2]1.[NH:22]1[CH2:26][CH2:25][CH2:24][CH2:23]1, predict the reaction product. The product is: [N:22]1([CH2:20][CH:17]2[CH2:18][CH2:19][N:14]([C:9]3[CH:10]=[CH:11][CH:12]=[CH:13][C:8]=3[CH2:7][N:1]3[CH2:6][CH2:5][O:4][CH2:3][CH2:2]3)[CH2:15][CH2:16]2)[CH2:26][CH2:25][CH2:24][CH2:23]1. (2) Given the reactants C1C=C2N=NN([O:10][C:11]([C:13](ON3N=NC4C3=CC=CC=4)=O)=O)C2=CC=1.[F:25][C:26]1[C:27]([NH:45][C:46]2[CH:51]=[CH:50][C:49]([I:52])=[CH:48][C:47]=2[F:53])=[C:28]([CH:36]=[C:37]([CH2:40][NH:41][CH2:42][CH2:43][OH:44])[C:38]=1[F:39])[C:29]([NH:31][O:32][CH2:33][CH2:34][OH:35])=[O:30].[OH2:54].Cl, predict the reaction product. The product is: [O:44]=[C:43]1[O:10][CH2:11][CH2:13][N:41]([CH2:40][C:37]2[C:38]([F:39])=[C:26]([F:25])[C:27]([NH:45][C:46]3[CH:51]=[CH:50][C:49]([I:52])=[CH:48][C:47]=3[F:53])=[C:28]([CH:36]=2)[C:29]([NH:31][O:32][CH2:33][CH2:34][OH:35])=[O:30])[C:42]1=[O:54]. (3) Given the reactants [CH2:1]([O:8][C:9]1[CH:14]=[CH:13][N:12]([C:15]2[C:16]([F:29])=[CH:17][C:18]3[C:19]4[CH2:28][NH:27][CH2:26][CH2:25][C:20]=4[N:21]([CH3:24])[C:22]=3[CH:23]=2)[C:11](=[O:30])[CH:10]=1)[C:2]1[CH:7]=[CH:6][CH:5]=[CH:4][CH:3]=1.C=O.[BH-](OC(C)=O)(OC(C)=O)O[C:35](C)=O.[Na+], predict the reaction product. The product is: [CH2:1]([O:8][C:9]1[CH:14]=[CH:13][N:12]([C:15]2[C:16]([F:29])=[CH:17][C:18]3[C:19]4[CH2:28][N:27]([CH3:35])[CH2:26][CH2:25][C:20]=4[N:21]([CH3:24])[C:22]=3[CH:23]=2)[C:11](=[O:30])[CH:10]=1)[C:2]1[CH:7]=[CH:6][CH:5]=[CH:4][CH:3]=1. (4) Given the reactants [Cl:1][C:2]1[CH:30]=[CH:29][C:5]2[N:6]([CH3:28])[C:7](=[O:27])[CH2:8][N:9]3[C:12](=[O:13])[C@@H:11]([O:14][C:15]4[N:20]=[CH:19][CH:18]=[CH:17][N:16]=4)[C@:10]3([C:21]3[CH:26]=[CH:25][CH:24]=[CH:23][CH:22]=3)[C:4]=2[CH:3]=1.[OH:31][Li].O, predict the reaction product. The product is: [Cl:1][C:2]1[CH:30]=[CH:29][C:5]2[N:6]([CH3:28])[C:7](=[O:27])[CH2:8][NH:9][C@@:10]([C@H:11]([O:14][C:15]3[N:20]=[CH:19][CH:18]=[CH:17][N:16]=3)[C:12]([OH:13])=[O:31])([C:21]3[CH:26]=[CH:25][CH:24]=[CH:23][CH:22]=3)[C:4]=2[CH:3]=1. (5) Given the reactants [F:1][C:2]([F:18])([F:17])[C:3]1[CH:4]=[C:5]([S:13](Cl)(=[O:15])=[O:14])[CH:6]=[C:7]([C:9]([F:12])([F:11])[F:10])[CH:8]=1.[CH:19]([C:22]1[CH:28]=[C:27]([CH:29]([CH3:31])[CH3:30])[CH:26]=[C:25]([CH:32]([CH3:34])[CH3:33])[C:23]=1[NH2:24])([CH3:21])[CH3:20], predict the reaction product. The product is: [F:1][C:2]([F:18])([F:17])[C:3]1[CH:4]=[C:5]([S:13]([NH:24][C:23]2[C:25]([CH:32]([CH3:33])[CH3:34])=[CH:26][C:27]([CH:29]([CH3:31])[CH3:30])=[CH:28][C:22]=2[CH:19]([CH3:21])[CH3:20])(=[O:15])=[O:14])[CH:6]=[C:7]([C:9]([F:12])([F:11])[F:10])[CH:8]=1. (6) Given the reactants C([Li])CCC.[CH2:6]([O:13][C:14]1[CH:19]=[CH:18][C:17](Br)=[CH:16][CH:15]=1)[C:7]1[CH:12]=[CH:11][CH:10]=[CH:9][CH:8]=1.[O:21]=[C:22]1[CH2:27][CH2:26][N:25]([C:28]([O:30][CH2:31][C:32]2[CH:37]=[CH:36][CH:35]=[CH:34][CH:33]=2)=[O:29])[CH2:24][CH2:23]1, predict the reaction product. The product is: [CH2:6]([O:13][C:14]1[CH:19]=[CH:18][C:17]([C:22]2([OH:21])[CH2:23][CH2:24][N:25]([C:28]([O:30][CH2:31][C:32]3[CH:37]=[CH:36][CH:35]=[CH:34][CH:33]=3)=[O:29])[CH2:26][CH2:27]2)=[CH:16][CH:15]=1)[C:7]1[CH:12]=[CH:11][CH:10]=[CH:9][CH:8]=1. (7) Given the reactants [S:1]1[CH:5]=[CH:4][C:3]2[C:6](=O)[CH2:7][CH2:8][C:2]1=2.[N:10]([C:13]1[CH:18]=[CH:17][C:16]([O:19][CH3:20])=[C:15]([O:21][CH3:22])[CH:14]=1)=[C:11]=S.C[Si](C)(C)[Si](C)(C)C.[Li].O.[NH2:33][NH2:34], predict the reaction product. The product is: [S:1]1[CH:5]=[CH:4][C:3]2[C:6]3[NH:33][N:34]=[C:11]([NH:10][C:13]4[CH:18]=[CH:17][C:16]([O:19][CH3:20])=[C:15]([O:21][CH3:22])[CH:14]=4)[C:7]=3[CH2:8][C:2]1=2. (8) Given the reactants Br[C:2]1[CH:3]=[CH:4][C:5]([O:8][CH2:9][CH3:10])=[N:6][CH:7]=1.[CH2:11](N(CC)CC)[CH3:12].C[Si](C#C)(C)C.C(=O)([O-])O.[Na+], predict the reaction product. The product is: [CH2:9]([O:8][C:5]1[CH:4]=[CH:3][C:2]([C:11]#[CH:12])=[CH:7][N:6]=1)[CH3:10]. (9) Given the reactants [CH:1]1([C:4](Cl)=[O:5])[CH2:3][CH2:2]1.[NH2:7][C:8]1[C:13]([C:14]#[CH:15])=[C:12]([O:16][C:17]2[CH:22]=[CH:21][C:20]([NH:23][C:24]([NH:26][C:27]3[CH:32]=[CH:31][C:30]([F:33])=[CH:29][CH:28]=3)=[O:25])=[CH:19][CH:18]=2)[CH:11]=[CH:10][N:9]=1.C(N(CC)CC)C.[O:41]1[CH2:45][CH2:44][CH2:43][CH2:42]1, predict the reaction product. The product is: [CH:1]1([C:4]([N:7]([C:8]2[C:13]([C:14]#[CH:15])=[C:12]([O:16][C:17]3[CH:18]=[CH:19][C:20]([NH:23][C:24]([NH:26][C:27]4[CH:28]=[CH:29][C:30]([F:33])=[CH:31][CH:32]=4)=[O:25])=[CH:21][CH:22]=3)[CH:11]=[CH:10][N:9]=2)[C:45]([CH:44]2[CH2:42][CH2:43]2)=[O:41])=[O:5])[CH2:3][CH2:2]1.